From a dataset of Reaction yield outcomes from USPTO patents with 853,638 reactions. Predict the reaction yield, written as a fraction of the theoretical maximum amount of product (1.0 means a 100% yield; for example, 0.34 means a 34% yield). (1) The reactants are [Cl:1][C:2]1[C:3]([CH2:12][O:13][C:14]2[CH:23]=[C:22]3[C:17]([CH2:18][CH2:19][C:20]([CH3:25])([CH3:24])[O:21]3)=[CH:16][CH:15]=2)=[CH:4][C:5]([F:11])=[C:6]([CH:10]=1)[C:7](O)=[O:8].[CH3:26][N:27]([CH3:32])[S:28](=[O:31])(=[O:30])[NH2:29].C(N(CC)C(C)C)(C)C.F[P-](F)(F)(F)(F)F.N1(OC(N(C)C)=[N+](C)C)C2N=CC=CC=2N=N1. The catalyst is CN(C=O)C.Cl. The product is [Cl:1][C:2]1[C:3]([CH2:12][O:13][C:14]2[CH:23]=[C:22]3[C:17]([CH2:18][CH2:19][C:20]([CH3:25])([CH3:24])[O:21]3)=[CH:16][CH:15]=2)=[CH:4][C:5]([F:11])=[C:6]([CH:10]=1)[C:7]([NH:29][S:28](=[O:31])(=[O:30])[N:27]([CH3:32])[CH3:26])=[O:8]. The yield is 0.180. (2) The reactants are [CH2:1]([C:4]1[CH:9]=[C:8]([O:10][CH2:11][C:12]2[CH:17]=[CH:16][CH:15]=[CH:14][CH:13]=2)[CH:7]=[C:6]([CH2:18][CH:19]=[CH2:20])[C:5]=1[OH:21])[CH:2]=[CH2:3].[CH3:22][C:23]1[O:27][C:26]([C:28]2[CH:33]=[CH:32][CH:31]=[CH:30][CH:29]=2)=[N:25][C:24]=1[CH2:34][CH2:35]OS(C1C=CC(C)=CC=1)(=O)=O.C([O-])([O-])=O.[Cs+].[Cs+]. The catalyst is CN(C=O)C. The product is [CH2:1]([C:4]1[CH:9]=[C:8]([O:10][CH2:11][C:12]2[CH:17]=[CH:16][CH:15]=[CH:14][CH:13]=2)[CH:7]=[C:6]([CH2:18][CH:19]=[CH2:20])[C:5]=1[O:21][CH2:35][CH2:34][C:24]1[N:25]=[C:26]([C:28]2[CH:33]=[CH:32][CH:31]=[CH:30][CH:29]=2)[O:27][C:23]=1[CH3:22])[CH:2]=[CH2:3]. The yield is 0.830.